Predict the reaction yield, written as a fraction of the theoretical maximum amount of product (1.0 means a 100% yield; for example, 0.34 means a 34% yield). From a dataset of Reaction yield outcomes from USPTO patents with 853,638 reactions. (1) The reactants are [CH3:1][O:2][C:3]1[CH:4]=[C:5]([C:11]([CH3:17])([CH3:16])[C:12]([NH:14][NH2:15])=[O:13])[CH:6]=[CH:7][C:8]=1[O:9][CH3:10].[F:18][C:19]1[CH:24]=[CH:23][C:22]([N:25]=[C:26]=[S:27])=[CH:21][CH:20]=1. The catalyst is CCO. The product is [CH3:1][O:2][C:3]1[CH:4]=[C:5]([C:11]([CH3:17])([CH3:16])[C:12]([NH:14][NH:15][C:26](=[S:27])[NH:25][C:22]2[CH:23]=[CH:24][C:19]([F:18])=[CH:20][CH:21]=2)=[O:13])[CH:6]=[CH:7][C:8]=1[O:9][CH3:10]. The yield is 0.720. (2) The reactants are C[N-:2][S:3](=[O:9])(=[O:8])[NH:4][CH:5]([CH3:7])[CH3:6].[OH-].[Na+].[Cl:12][C:13]1[C:21]([N+:22]([O-:24])=[O:23])=[C:20]([F:25])[CH:19]=[CH:18][C:14]=1[C:15](Cl)=[O:16].[CH3:26]CCC(C)C.Cl. The catalyst is [Cl-].C([N+](CCCC)(CCCC)C)CCC.ClC1C=CC=CC=1.O. The product is [Cl:12][C:13]1[C:21]([N+:22]([O-:24])=[O:23])=[C:20]([F:25])[CH:19]=[CH:18][C:14]=1[C:15]([NH:2][S:3]([N:4]([CH:5]([CH3:7])[CH3:6])[CH3:26])(=[O:9])=[O:8])=[O:16]. The yield is 0.870. (3) The reactants are [CH3:1][O:2][C:3]1[CH:4]=[C:5]2[O:9][C:8]([C:10]3[N:11]=[C:12]4[N:16]([CH:17]=3)[N:15]=[C:14]([O:18][CH3:19])[S:13]4)=[CH:7][C:6]2=[C:20]([OH:22])[CH:21]=1.[F:23][C:24]1[CH:25]=[C:26]([CH2:38]O)[CH:27]=[C:28]([C:30]2[CH:31]=[N:32][C:33]([O:36][CH3:37])=[N:34][CH:35]=2)[CH:29]=1.C(P(CCCC)CCCC)CCC.N(C(N1CCCCC1)=O)=NC(N1CCCCC1)=O. The catalyst is C1COCC1.C(Cl)Cl. The product is [F:23][C:24]1[CH:25]=[C:26]([CH:27]=[C:28]([C:30]2[CH:35]=[N:34][C:33]([O:36][CH3:37])=[N:32][CH:31]=2)[CH:29]=1)[CH2:38][O:22][C:20]1[C:6]2[CH:7]=[C:8]([C:10]3[N:11]=[C:12]4[N:16]([CH:17]=3)[N:15]=[C:14]([O:18][CH3:19])[S:13]4)[O:9][C:5]=2[CH:4]=[C:3]([O:2][CH3:1])[CH:21]=1. The yield is 0.710. (4) The reactants are F[C:2]1[CH:7]=[CH:6][C:5]([N+:8]([O-:10])=[O:9])=[CH:4][C:3]=1[F:11].[N:12]1([CH:18]2[CH2:23][CH2:22][NH:21][CH2:20][CH2:19]2)[CH2:17][CH2:16][CH2:15][CH2:14][CH2:13]1. The catalyst is C1COCC1. The product is [F:11][C:3]1[CH:4]=[C:5]([N+:8]([O-:10])=[O:9])[CH:6]=[CH:7][C:2]=1[N:21]1[CH2:22][CH2:23][CH:18]([N:12]2[CH2:17][CH2:16][CH2:15][CH2:14][CH2:13]2)[CH2:19][CH2:20]1. The yield is 0.680. (5) The reactants are [F:1][CH:2]([F:26])[O:3][C:4]1[CH:9]=[CH:8][C:7]([CH:10]([C:12]2([C:18]3[CH:19]=[C:20]([CH3:24])[CH:21]=[CH:22][CH:23]=3)SCCCS2)[OH:11])=[CH:6][C:5]=1[CH3:25].C([OH:31])(C)(C)C.CC(OI1(OC(C)=O)(OC(C)=O)OC(=O)C2C=CC=CC1=2)=O.S([O-])([O-])(=O)=S.[Na+].[Na+]. The catalyst is ClCCl. The product is [F:1][CH:2]([F:26])[O:3][C:4]1[CH:9]=[CH:8][C:7]([C:10](=[O:11])[C:12]([C:18]2[CH:19]=[C:20]([CH3:24])[CH:21]=[CH:22][CH:23]=2)=[O:31])=[CH:6][C:5]=1[CH3:25]. The yield is 0.700. (6) The reactants are [Br:1][C:2]1[N:3]=[C:4]([CH2:18]Br)[O:5][C:6]=1[C:7]1[CH:12]=[CH:11][C:10]([O:13][C:14]([F:17])([F:16])[F:15])=[CH:9][CH:8]=1.[CH3:20][O:21][C:22](=[O:33])[CH2:23][O:24][C:25]1[CH:30]=[CH:29][C:28]([OH:31])=[CH:27][C:26]=1[CH3:32].C([O-])([O-])=O.[Cs+].[Cs+]. The catalyst is CC#N. The product is [CH3:20][O:21][C:22](=[O:33])[CH2:23][O:24][C:25]1[CH:30]=[CH:29][C:28]([O:31][CH2:18][C:4]2[O:5][C:6]([C:7]3[CH:12]=[CH:11][C:10]([O:13][C:14]([F:17])([F:16])[F:15])=[CH:9][CH:8]=3)=[C:2]([Br:1])[N:3]=2)=[CH:27][C:26]=1[CH3:32]. The yield is 0.800. (7) The reactants are [NH2:1][C:2]1[C:7]([OH:8])=[CH:6][C:5]([Br:9])=[CH:4][N:3]=1.[CH3:10][C:11]([CH3:18])([CH2:16]O)[C:12]([O:14][CH3:15])=[O:13].C1(P(C2C=CC=CC=2)C2C=CC=CC=2)C=CC=CC=1.[N+](C(OCC)=O)(C(OCC)=O)=[N-]. The catalyst is C1COCC1. The product is [CH3:15][O:14][C:12](=[O:13])[C:11]([CH3:18])([CH3:16])[CH2:10][O:8][C:7]1[C:2]([NH2:1])=[N:3][CH:4]=[C:5]([Br:9])[CH:6]=1. The yield is 0.390. (8) The reactants are CN[CH:3]1[CH2:8][CH2:7][C:6]([C:9]2[C:17]3[C:12](=[CH:13][CH:14]=[C:15]([NH:18][C:19]([C:21]4[S:22][CH:23]=[CH:24][CH:25]=4)=[NH:20])[CH:16]=3)[NH:11][CH:10]=2)=[CH:5][CH2:4]1.C1C2[N:29]([CH2:30]C=C(C3C4C(=CC=C(N)C=4)NC=3)C2)[CH2:28]C1.I.CSC(C1SC=CC=1)=N. The catalyst is C(O)C. The product is [CH2:3]1[CH:4]2[N:29]([CH2:30][CH:7]=[C:6]([C:9]3[C:17]4[C:12](=[CH:13][CH:14]=[C:15]([NH:18][C:19]([C:21]5[S:22][CH:23]=[CH:24][CH:25]=5)=[NH:20])[CH:16]=4)[NH:11][CH:10]=3)[CH2:5]2)[CH2:28][CH2:8]1. The yield is 0.790. (9) The reactants are C(O)(=O)C.O.[Br:6][C:7]1[C:8]([N+:18]([O-])=O)=[CH:9][C:10]([Cl:17])=[C:11]([C:13]([F:16])([F:15])[F:14])[CH:12]=1.C(OCC)(=O)C. The catalyst is O1CCOCC1. The product is [Br:6][C:7]1[CH:12]=[C:11]([C:13]([F:14])([F:16])[F:15])[C:10]([Cl:17])=[CH:9][C:8]=1[NH2:18]. The yield is 1.00. (10) The reactants are [C:1]([C:3]1[CH:4]=[C:5]([CH:38]([CH3:40])[CH3:39])[C:6]2[O:10][C:9]([C:11]3[CH:36]=[CH:35][C:14]([C:15]([NH:17][CH2:18][C:19]4([CH:32]([CH3:34])[CH3:33])[CH2:24][CH2:23][N:22]([C:25](OC(C)(C)C)=O)[CH2:21][CH2:20]4)=[O:16])=[CH:13][CH:12]=3)=[N:8][C:7]=2[CH:37]=1)#[N:2].FC(F)(F)C(O)=O.C(=O)([O-])[O-].[K+].[K+].ClC1[N:60]=[C:59]([C:61]([F:64])([F:63])[F:62])[CH:58]=[CH:57][N:56]=1. The catalyst is ClCCl.CO. The product is [C:1]([C:3]1[CH:4]=[C:5]([CH:38]([CH3:39])[CH3:40])[C:6]2[O:10][C:9]([C:11]3[CH:36]=[CH:35][C:14]([C:15]([NH:17][CH2:18][C:19]4([CH:32]([CH3:33])[CH3:34])[CH2:24][CH2:23][N:22]([C:25]5[N:60]=[C:59]([C:61]([F:64])([F:63])[F:62])[CH:58]=[CH:57][N:56]=5)[CH2:21][CH2:20]4)=[O:16])=[CH:13][CH:12]=3)=[N:8][C:7]=2[CH:37]=1)#[N:2]. The yield is 0.870.